Dataset: NCI-60 drug combinations with 297,098 pairs across 59 cell lines. Task: Regression. Given two drug SMILES strings and cell line genomic features, predict the synergy score measuring deviation from expected non-interaction effect. (1) Drug 1: CN1C(=O)N2C=NC(=C2N=N1)C(=O)N. Drug 2: C1C(C(OC1N2C=NC(=NC2=O)N)CO)O. Cell line: SK-OV-3. Synergy scores: CSS=-4.24, Synergy_ZIP=3.22, Synergy_Bliss=0.300, Synergy_Loewe=-2.66, Synergy_HSA=-4.55. (2) Drug 1: C1CCN(CC1)CCOC2=CC=C(C=C2)C(=O)C3=C(SC4=C3C=CC(=C4)O)C5=CC=C(C=C5)O. Drug 2: CC1=C(C=C(C=C1)NC2=NC=CC(=N2)N(C)C3=CC4=NN(C(=C4C=C3)C)C)S(=O)(=O)N.Cl. Cell line: LOX IMVI. Synergy scores: CSS=3.74, Synergy_ZIP=-2.23, Synergy_Bliss=-3.48, Synergy_Loewe=-0.396, Synergy_HSA=-1.15. (3) Drug 1: C1CC(=O)NC(=O)C1N2CC3=C(C2=O)C=CC=C3N. Drug 2: CC1=C2C(C(=O)C3(C(CC4C(C3C(C(C2(C)C)(CC1OC(=O)C(C(C5=CC=CC=C5)NC(=O)OC(C)(C)C)O)O)OC(=O)C6=CC=CC=C6)(CO4)OC(=O)C)O)C)O. Cell line: SNB-19. Synergy scores: CSS=6.49, Synergy_ZIP=-8.68, Synergy_Bliss=-7.64, Synergy_Loewe=-30.0, Synergy_HSA=-5.61. (4) Drug 2: B(C(CC(C)C)NC(=O)C(CC1=CC=CC=C1)NC(=O)C2=NC=CN=C2)(O)O. Drug 1: CN(CCCl)CCCl.Cl. Cell line: EKVX. Synergy scores: CSS=53.9, Synergy_ZIP=-2.40, Synergy_Bliss=-3.26, Synergy_Loewe=-2.95, Synergy_HSA=-2.84. (5) Drug 1: C1CCC(CC1)NC(=O)N(CCCl)N=O. Drug 2: CC1=CC2C(CCC3(C2CCC3(C(=O)C)OC(=O)C)C)C4(C1=CC(=O)CC4)C. Cell line: BT-549. Synergy scores: CSS=16.2, Synergy_ZIP=-5.73, Synergy_Bliss=-0.0291, Synergy_Loewe=-11.7, Synergy_HSA=-2.24. (6) Drug 1: COC1=CC(=CC(=C1O)OC)C2C3C(COC3=O)C(C4=CC5=C(C=C24)OCO5)OC6C(C(C7C(O6)COC(O7)C8=CC=CS8)O)O. Drug 2: CC1C(C(CC(O1)OC2CC(OC(C2O)C)OC3=CC4=CC5=C(C(=O)C(C(C5)C(C(=O)C(C(C)O)O)OC)OC6CC(C(C(O6)C)O)OC7CC(C(C(O7)C)O)OC8CC(C(C(O8)C)O)(C)O)C(=C4C(=C3C)O)O)O)O. Cell line: SN12C. Synergy scores: CSS=51.1, Synergy_ZIP=3.47, Synergy_Bliss=4.95, Synergy_Loewe=4.54, Synergy_HSA=5.77. (7) Drug 1: CC12CCC3C(C1CCC2=O)CC(=C)C4=CC(=O)C=CC34C. Drug 2: C1C(C(OC1N2C=C(C(=O)NC2=O)F)CO)O. Cell line: NCI-H226. Synergy scores: CSS=26.8, Synergy_ZIP=-8.86, Synergy_Bliss=-4.86, Synergy_Loewe=-4.50, Synergy_HSA=-4.54.